This data is from Catalyst prediction with 721,799 reactions and 888 catalyst types from USPTO. The task is: Predict which catalyst facilitates the given reaction. (1) Reactant: [CH2:1]([O:3][P:4]([C:9]1[CH:14]=[CH:13][C:12]([CH2:15][NH:16]C(OC(C)(C)C)=O)=[CH:11][C:10]=1[P:24]([O:29][CH2:30][CH3:31])([O:26][CH2:27][CH3:28])=[O:25])(=[O:8])[O:5][CH2:6][CH3:7])[CH3:2]. Product: [CH2:1]([O:3][P:4]([C:9]1[CH:14]=[CH:13][C:12]([CH2:15][NH2:16])=[CH:11][C:10]=1[P:24]([O:29][CH2:30][CH3:31])([O:26][CH2:27][CH3:28])=[O:25])(=[O:8])[O:5][CH2:6][CH3:7])[CH3:2]. The catalyst class is: 137. (2) Reactant: [O:1]=[C:2]1[CH2:6][O:5][C:4]([NH:7][C:8]2[CH:13]=[CH:12][CH:11]=[CH:10][C:9]=2[CH3:14])=[C:3]1[C:15]([O:17][CH2:18][CH3:19])=[O:16].[NH:20]1[C:28]2[C:23](=[CH:24][CH:25]=[CH:26][N:27]=2)[C:22]([CH:29]=O)=[CH:21]1.N1CCCCC1. Product: [NH:20]1[C:28]2=[N:27][CH:26]=[CH:25][CH:24]=[C:23]2[C:22]([CH:29]=[C:6]2[O:5][C:4]([NH:7][C:8]3[CH:13]=[CH:12][CH:11]=[CH:10][C:9]=3[CH3:14])=[C:3]([C:15]([O:17][CH2:18][CH3:19])=[O:16])[C:2]2=[O:1])=[CH:21]1. The catalyst class is: 8. (3) Reactant: CN(C(ON1N=NC2C=CC=NC1=2)=[N+](C)C)C.F[P-](F)(F)(F)(F)F.[Br:25][C:26]1[CH:27]=[C:28]([C:32]([OH:34])=O)[CH:29]=[N:30][CH:31]=1.CCN(C(C)C)C(C)C.[CH3:44][C@@H:45]1[NH:50][CH2:49][CH2:48][N:47]([S:51]([C:54]2[CH:59]=[CH:58][C:57]([C:60]([F:63])([F:62])[F:61])=[CH:56][CH:55]=2)(=[O:53])=[O:52])[CH2:46]1. Product: [Br:25][C:26]1[CH:27]=[C:28]([C:32]([N:50]2[CH2:49][CH2:48][N:47]([S:51]([C:54]3[CH:55]=[CH:56][C:57]([C:60]([F:63])([F:61])[F:62])=[CH:58][CH:59]=3)(=[O:52])=[O:53])[CH2:46][C@@H:45]2[CH3:44])=[O:34])[CH:29]=[N:30][CH:31]=1. The catalyst class is: 3.